From a dataset of Full USPTO retrosynthesis dataset with 1.9M reactions from patents (1976-2016). Predict the reactants needed to synthesize the given product. (1) Given the product [CH3:1][N:2]([CH3:25])[S:3]([N:6]1[CH:10]=[C:9]([CH:11]([OH:17])[C:12]2[S:13][CH:14]=[CH:15][CH:16]=2)[N:8]=[CH:7]1)(=[O:5])=[O:4], predict the reactants needed to synthesize it. The reactants are: [CH3:1][N:2]([CH3:25])[S:3]([N:6]1[CH:10]=[C:9]([CH:11]([OH:17])[C:12]2[S:13][CH:14]=[CH:15][CH:16]=2)[N:8]=[C:7]1[Si](C(C)(C)C)(C)C)(=[O:5])=[O:4].[F-].C([N+](CCCC)(CCCC)CCCC)CCC. (2) Given the product [ClH:22].[NH2:7][C@H:8]([C:14]([N:16]1[CH2:17][CH:18]([F:20])[CH2:19]1)=[O:15])[CH2:9][CH2:10][CH2:11][CH2:12][NH:13][C:34]([C:28]1[CH:27]=[N:26][C:25]2[C:30](=[CH:31][C:32]([Cl:33])=[C:23]([Cl:22])[CH:24]=2)[N:29]=1)=[O:35], predict the reactants needed to synthesize it. The reactants are: C(OC(=O)[NH:7][C@H:8]([C:14]([N:16]1[CH2:19][CH:18]([F:20])[CH2:17]1)=[O:15])[CH2:9][CH2:10][CH2:11][CH2:12][NH2:13])(C)(C)C.[Cl:22][C:23]1[CH:24]=[C:25]2[C:30](=[CH:31][C:32]=1[Cl:33])[N:29]=[C:28]([C:34](O)=[O:35])[CH:27]=[N:26]2. (3) Given the product [Cl:10][C:8]1[CH:9]=[C:2]([I:16])[CH:3]=[C:4]([Cl:11])[C:5]=1[C:6]#[N:7], predict the reactants needed to synthesize it. The reactants are: N[C:2]1[CH:9]=[C:8]([Cl:10])[C:5]([C:6]#[N:7])=[C:4]([Cl:11])[CH:3]=1.N([O-])=O.[Na+].[I-:16].[K+]. (4) Given the product [CH2:1]([O:3][C:4]([C:6]1[N:7]([C@H:28]([CH3:30])[CH2:29][NH:25][C:23]([O:22][C:18]([CH3:21])([CH3:20])[CH3:19])=[O:24])[C:8]2[C:16]([CH:17]=1)=[CH:15][CH:14]=[C:13]1[C:9]=2[CH2:10][CH2:11][CH2:12]1)=[O:5])[CH3:2], predict the reactants needed to synthesize it. The reactants are: [CH2:1]([O:3][C:4]([C:6]1[NH:7][C:8]2[C:16]([CH:17]=1)=[CH:15][CH:14]=[C:13]1[C:9]=2[CH2:10][CH2:11][CH2:12]1)=[O:5])[CH3:2].[C:18]([O:22][C:23]([N:25]1[CH2:29][C@H:28]([CH3:30])OS1(=O)=O)=[O:24])([CH3:21])([CH3:20])[CH3:19]. (5) The reactants are: [CH2:1]([P:3]([CH:10]([C:14]1[CH:19]=[CH:18][CH:17]=[CH:16][CH:15]=1)[CH2:11][CH:12]=[O:13])(=[O:9])[O:4]CCCC)[CH3:2].O. Given the product [CH2:1]([P:3]([CH:10]([C:14]1[CH:19]=[CH:18][CH:17]=[CH:16][CH:15]=1)[CH2:11][CH2:12][OH:13])(=[O:4])[OH:9])[CH3:2], predict the reactants needed to synthesize it.